This data is from Reaction yield outcomes from USPTO patents with 853,638 reactions. The task is: Predict the reaction yield, written as a fraction of the theoretical maximum amount of product (1.0 means a 100% yield; for example, 0.34 means a 34% yield). (1) The reactants are [CH:1]1[C:9]2[C:8]3[CH:10]=[CH:11][CH:12]=[CH:13][C:7]=3[O:6][C:5]=2[C:4](B(O)O)=[CH:3][CH:2]=1.Br[C:18]1[CH:23]=[CH:22][C:21]([Si:24]([C:37]2[CH:42]=[CH:41][C:40]([Br:43])=[CH:39][CH:38]=2)([C:31]2[CH:36]=[CH:35][CH:34]=[CH:33][CH:32]=2)[C:25]2[CH:30]=[CH:29][CH:28]=[CH:27][CH:26]=2)=[CH:20][CH:19]=1.C([O-])([O-])=O.[K+].[K+]. The catalyst is C1(C)C=CC=CC=1.O.C1C=CC([P]([Pd]([P](C2C=CC=CC=2)(C2C=CC=CC=2)C2C=CC=CC=2)([P](C2C=CC=CC=2)(C2C=CC=CC=2)C2C=CC=CC=2)[P](C2C=CC=CC=2)(C2C=CC=CC=2)C2C=CC=CC=2)(C2C=CC=CC=2)C2C=CC=CC=2)=CC=1. The product is [Br:43][C:40]1[CH:39]=[CH:38][C:37]([Si:24]([C:31]2[CH:32]=[CH:33][C:34]([C:13]3[CH:12]=[CH:11][CH2:10][C:8]45[CH:9]=[CH:1][CH:2]=[CH:3][C:4]4=[CH:5][O:6][C:7]=35)=[CH:35][CH:36]=2)([C:21]2[CH:22]=[CH:23][CH:18]=[CH:19][CH:20]=2)[C:25]2[CH:30]=[CH:29][CH:28]=[CH:27][CH:26]=2)=[CH:42][CH:41]=1. The yield is 0.440. (2) The reactants are [CH3:1][O:2][CH2:3][O:4][C:5]1[CH:6]=[CH:7][C:8]([OH:11])=[N:9][CH:10]=1.C([O-])([O-])=O.[K+].[K+].Br[CH2:19][CH2:20][O:21][CH3:22]. The catalyst is CN(C=O)C. The product is [CH3:22][O:21][CH2:20][CH2:19][O:11][C:8]1[CH:7]=[CH:6][C:5]([O:4][CH2:3][O:2][CH3:1])=[CH:10][N:9]=1. The yield is 0.270. (3) The reactants are [C:1]([O:5][C:6]([N:8]1[C:16]2[CH:15]=[C:14]([C:17](=[O:24])[C:18]3[CH:23]=[CH:22][CH:21]=[CH:20][CH:19]=3)[N:13]=[CH:12][C:11]=2[C:10]([CH3:26])([CH3:25])[CH2:9]1)=[O:7])([CH3:4])([CH3:3])[CH3:2].[BH4-].[Na+].O. The catalyst is CO. The product is [C:1]([O:5][C:6]([N:8]1[C:16]2[CH:15]=[C:14]([CH:17]([OH:24])[C:18]3[CH:19]=[CH:20][CH:21]=[CH:22][CH:23]=3)[N:13]=[CH:12][C:11]=2[C:10]([CH3:26])([CH3:25])[CH2:9]1)=[O:7])([CH3:4])([CH3:2])[CH3:3]. The yield is 0.730. (4) The reactants are [CH:1]1[C:14]2[C:5](=[CH:6][C:7]3[C:12]([C:13]=2[CH2:15][N:16]([CH2:27][CH3:28])[CH2:17][CH2:18][CH2:19][NH:20][CH2:21][CH2:22][CH2:23][O:24][CH2:25][CH3:26])=[CH:11][CH:10]=[CH:9][CH:8]=3)[CH:4]=[CH:3][CH:2]=1.[ClH:29]. The catalyst is C(O)C. The product is [ClH:29].[CH:11]1[C:12]2[C:7](=[CH:6][C:5]3[C:14]([C:13]=2[CH2:15][N:16]([CH2:27][CH3:28])[CH2:17][CH2:18][CH2:19][NH:20][CH2:21][CH2:22][CH2:23][O:24][CH2:25][CH3:26])=[CH:1][CH:2]=[CH:3][CH:4]=3)[CH:8]=[CH:9][CH:10]=1. The yield is 0.950. (5) The reactants are [F:1][C:2]1[CH:3]=[CH:4][C:5]([O:9][C:10]2[CH:15]=[CH:14][CH:13]=[CH:12][CH:11]=2)=[C:6]([NH2:8])[CH:7]=1.[CH3:16][O:17][C:18]1[CH:19]=[CH:20][C:21]([O:26][CH2:27][CH2:28][O:29][S:30]([C:33]2[CH:39]=[CH:38][C:36]([CH3:37])=[CH:35][CH:34]=2)(=[O:32])=[O:31])=[C:22]([CH:25]=1)[CH:23]=O.[Na]. The catalyst is ClC(Cl)C.O. The product is [F:1][C:2]1[CH:3]=[CH:4][C:5]([O:9][C:10]2[CH:15]=[CH:14][CH:13]=[CH:12][CH:11]=2)=[C:6]([NH:8][CH2:23][C:22]2[CH:25]=[C:18]([O:17][CH3:16])[CH:19]=[CH:20][C:21]=2[O:26][CH2:27][CH2:28][O:29][S:30]([C:33]2[CH:34]=[CH:35][C:36]([CH3:37])=[CH:38][CH:39]=2)(=[O:32])=[O:31])[CH:7]=1. The yield is 0.710. (6) The reactants are [OH:1][C:2]1[CH:7]=[CH:6][C:5]([CH2:8][CH2:9][C:10]([O:12][CH3:13])=[O:11])=[CH:4][CH:3]=1.[C:14]([O-])([O-])=[O:15].[K+].[K+].C[C:21]([CH3:23])=[O:22]. No catalyst specified. The product is [CH3:13][O:12][C:10](=[O:11])[CH2:9][CH2:8][C:5]1[CH:4]=[CH:3][C:2]([O:1][CH2:23][C:21]([O:15][CH3:14])=[O:22])=[CH:7][CH:6]=1. The yield is 0.360. (7) The reactants are Br[CH2:2][CH2:3][O:4][C:5]1[C:10]([O:11][CH2:12][CH2:13][CH:14]([C:16]2[CH:21]=[CH:20][C:19]([F:22])=[CH:18][CH:17]=2)[CH3:15])=[C:9]([O:23][CH3:24])[C:8]([Cl:25])=[C:7]([CH3:26])[C:6]=1[C:27](=[O:29])[CH3:28].Cl.[F:31][C:32]1([F:38])[CH2:37][CH2:36][CH2:35][NH:34][CH2:33]1. No catalyst specified. The product is [Cl:25][C:8]1[C:7]([CH3:26])=[C:6]([C:27](=[O:29])[CH3:28])[C:5]([O:4][CH2:3][CH2:2][N:34]2[CH2:35][CH2:36][CH2:37][C:32]([F:38])([F:31])[CH2:33]2)=[C:10]([O:11][CH2:12][CH2:13][CH:14]([C:16]2[CH:21]=[CH:20][C:19]([F:22])=[CH:18][CH:17]=2)[CH3:15])[C:9]=1[O:23][CH3:24]. The yield is 0.330.